Dataset: Forward reaction prediction with 1.9M reactions from USPTO patents (1976-2016). Task: Predict the product of the given reaction. (1) Given the reactants [CH:1]1([NH:6][C:7]([NH:9][C:10](=[O:20])[C:11]2[CH:16]=[C:15]([F:17])[C:14]([F:18])=[CH:13][C:12]=2F)=[O:8])[CH2:5][CH2:4][CH2:3][CH2:2]1.C[Si]([N-][Si](C)(C)C)(C)C.[K+].O1CCOCCOCCOCCOCCOCC1.C([O-])(=O)CC(CC([O-])=O)(C([O-])=O)O.Cl, predict the reaction product. The product is: [CH:1]1([N:6]2[C:12]3[C:11](=[CH:16][C:15]([F:17])=[C:14]([F:18])[CH:13]=3)[C:10](=[O:20])[NH:9][C:7]2=[O:8])[CH2:5][CH2:4][CH2:3][CH2:2]1. (2) Given the reactants [O:1]([C:8]1[CH:14]=[CH:13][C:11]([NH2:12])=[CH:10][CH:9]=1)[C:2]1[CH:7]=[CH:6][CH:5]=[CH:4][CH:3]=1.[C:15]([O:19][C:20]([N:22]1[CH2:28][CH2:27][CH2:26][C@@H:23]1[CH:24]=O)=[O:21])([CH3:18])([CH3:17])[CH3:16].C(O[BH-](OC(=O)C)OC(=O)C)(=O)C.[Na+].C(O)(=O)C, predict the reaction product. The product is: [C:15]([O:19][C:20]([N:22]1[CH2:28][CH2:27][CH2:26][C@@H:23]1[CH2:24][NH:12][C:11]1[CH:10]=[CH:9][C:8]([O:1][C:2]2[CH:3]=[CH:4][CH:5]=[CH:6][CH:7]=2)=[CH:14][CH:13]=1)=[O:21])([CH3:18])([CH3:16])[CH3:17]. (3) Given the reactants FC(F)(F)C(O)=O.[O:8]=[C:9]1[N:13](C(OC(C)(C)C)=O)[C:12]2=[CH:21][S:22][C:23]([C:24]3[CH:29]=[CH:28][C:27]([C:30]4[S:31][CH:32]=[C:33]5[C:37]=4[NH:36][C:35](=[O:38])[N:34]5C(OC(C)(C)C)=O)=[CH:26][CH:25]=3)=[C:11]2[NH:10]1.C(=O)([O-])[O-].[Na+].[Na+], predict the reaction product. The product is: [O:8]=[C:9]1[NH:13][C:12]2=[CH:21][S:22][C:23]([C:24]3[CH:29]=[CH:28][C:27]([C:30]4[S:31][CH:32]=[C:33]5[C:37]=4[NH:36][C:35](=[O:38])[NH:34]5)=[CH:26][CH:25]=3)=[C:11]2[NH:10]1. (4) Given the reactants [OH:1][C@@H:2]([C@H:4]1[C:25](=[O:26])[N:6]2[C@@H:7]([C:12]([O:14][CH2:15][C:16]3[CH:21]=[CH:20][C:19]([N+:22]([O-:24])=[O:23])=[CH:18][CH:17]=3)=[O:13])[C:8](=O)[C@H:9]([CH3:10])[C@H:5]12)[CH3:3].[N:27]1[CH:32]=[CH:31][C:30]([C:33]([C:35]2[N:36]=[CH:37][N:38]3[CH:42]=[C:41]([Sn](CCCC)(CCCC)CCCC)[S:40][C:39]=23)=[O:34])=[CH:29][CH:28]=1, predict the reaction product. The product is: [OH:1][C@@H:2]([C@H:4]1[C:25](=[O:26])[N:6]2[C:7]([C:12]([O:14][CH2:15][C:16]3[CH:21]=[CH:20][C:19]([N+:22]([O-:24])=[O:23])=[CH:18][CH:17]=3)=[O:13])=[C:8]([C:41]3[S:40][C:39]4=[C:35]([C:33]([C:30]5[CH:31]=[CH:32][N:27]=[CH:28][CH:29]=5)=[O:34])[N:36]=[CH:37][N:38]4[CH:42]=3)[C@H:9]([CH3:10])[C@H:5]12)[CH3:3]. (5) Given the reactants BrC1C=C(C=CC=1)C[N:6]1[CH:10]=[C:9]([NH:11][C:12]([C:14]2[C:22]3[C:17](=[CH:18][C:19](C4C=NN(C5CCCCO5)C=4)=[CH:20][CH:21]=3)[N:16]([CH2:34]OCC[Si](C)(C)C)[N:15]=2)=[O:13])[CH:8]=[N:7]1.N1C=C(NC(C2[C:61]3[C:56](=[CH:57][C:58](C4C=NN(C5CCCCO5)C=4)=[CH:59][CH:60]=3)N(COCC[Si](C)(C)C)N=2)=O)C=N1.Br[CH2:82][C:83]1[CH:84]=[C:85]([CH:88]=[CH:89][CH:90]=1)[CH:86]=[O:87].Br[C:92]1[CH:93]=[C:94]([CH:97]=[CH:98][CH:99]=1)CBr, predict the reaction product. The product is: [CH:86]([C:85]1[CH:84]=[C:83]([CH:90]=[CH:89][CH:88]=1)[CH2:82][N:6]1[CH:10]=[C:9]([NH:11][C:12]([C:14]2[C:22]3[C:17](=[CH:18][CH:19]=[CH:20][CH:21]=3)[N:16]([C:34]([C:56]3[CH:57]=[CH:58][CH:59]=[CH:60][CH:61]=3)([C:99]3[CH:92]=[CH:93][CH:94]=[CH:97][CH:98]=3)[C:17]3[CH:22]=[CH:21][CH:20]=[CH:19][CH:18]=3)[N:15]=2)=[O:13])[CH:8]=[N:7]1)=[O:87]. (6) Given the reactants [CH2:1]=[CH:2][CH2:3][CH2:4][CH2:5][CH3:6].[SiH:7]([CH2:12][CH3:13])([CH2:10][CH3:11])[CH2:8][CH3:9], predict the reaction product. The product is: [Si:7]([CH:1]=[CH:2][CH2:3][CH2:4][CH2:5][CH3:6])([CH2:12][CH3:13])([CH2:10][CH3:11])[CH2:8][CH3:9]. (7) Given the reactants [N+:1]([O-:4])(O)=[O:2].[CH2:5]([O:7][C:8]1[CH:9]=[C:10]([CH:13]=[CH:14][C:15]=1[O:16][CH2:17][CH3:18])[CH:11]=[O:12])[CH3:6], predict the reaction product. The product is: [CH2:17]([O:16][C:15]1[C:8]([O:7][CH2:5][CH3:6])=[CH:9][C:10]([CH:11]=[O:12])=[C:13]([N+:1]([O-:4])=[O:2])[CH:14]=1)[CH3:18].